From a dataset of Forward reaction prediction with 1.9M reactions from USPTO patents (1976-2016). Predict the product of the given reaction. (1) Given the reactants [C:1]([O:5][C:6](=[O:44])[NH:7][CH:8]1[CH2:13][CH2:12][N:11]([CH2:14][C:15]2[S:23][C:22]3[C:21]([N:24]4[CH2:29][CH2:28][O:27][CH2:26][CH2:25]4)=[N:20][C:19]([C:30]4[CH:35]=[CH:34][CH:33]=[C:32]([O:36][Si](C(C)(C)C)(C)C)[CH:31]=4)=[N:18][C:17]=3[CH:16]=2)[CH2:10][CH2:9]1)([CH3:4])([CH3:3])[CH3:2].CCCC[N+](CCCC)(CCCC)CCCC.[F-], predict the reaction product. The product is: [C:1]([O:5][C:6](=[O:44])[NH:7][CH:8]1[CH2:13][CH2:12][N:11]([CH2:14][C:15]2[S:23][C:22]3[C:21]([N:24]4[CH2:29][CH2:28][O:27][CH2:26][CH2:25]4)=[N:20][C:19]([C:30]4[CH:35]=[CH:34][CH:33]=[C:32]([OH:36])[CH:31]=4)=[N:18][C:17]=3[CH:16]=2)[CH2:10][CH2:9]1)([CH3:4])([CH3:2])[CH3:3]. (2) Given the reactants Br[C:2]1[NH:11][C:5]2=[N:6][CH:7]=[CH:8][C:9]([Cl:10])=[C:4]2[N:3]=1.[CH3:12][N:13]1[CH:17]=[C:16](B2OC(C)(C)C(C)(C)O2)[CH:15]=[N:14]1.P([O-])([O-])([O-])=O.[K+].[K+].[K+].C([O-])(=O)C.[Na+].C(#N)C, predict the reaction product. The product is: [Cl:10][C:9]1[CH:8]=[CH:7][N:6]=[C:5]2[NH:11][C:2]([C:16]3[CH:15]=[N:14][N:13]([CH3:12])[CH:17]=3)=[N:3][C:4]=12. (3) Given the reactants Br[C:2]1[C:3]2[N:4]([N:8]=[C:9]([Cl:11])[N:10]=2)[CH:5]=[CH:6][CH:7]=1.[Br:12][C:13]1[CH:18]=[CH:17][C:16](B(O)O)=[CH:15][CH:14]=1, predict the reaction product. The product is: [Br:12][C:13]1[CH:18]=[CH:17][C:16]([C:2]2[C:3]3[N:4]([N:8]=[C:9]([Cl:11])[N:10]=3)[CH:5]=[CH:6][CH:7]=2)=[CH:15][CH:14]=1. (4) Given the reactants [O:1]([CH2:8][CH2:9][CH2:10][CH2:11][CH2:12][CH2:13][CH:14]([C:16]1[O:17][C:18]([CH3:21])=[N:19][N:20]=1)[OH:15])[C:2]1[CH:7]=[CH:6][CH:5]=[CH:4][CH:3]=1.CC(OI1(OC(C)=O)(OC(C)=O)OC(=O)C2C=CC=CC1=2)=O, predict the reaction product. The product is: [O:1]([CH2:8][CH2:9][CH2:10][CH2:11][CH2:12][CH2:13][C:14]([C:16]1[O:17][C:18]([CH3:21])=[N:19][N:20]=1)=[O:15])[C:2]1[CH:3]=[CH:4][CH:5]=[CH:6][CH:7]=1. (5) Given the reactants C(OC([N:8]1[CH2:28][CH2:27][CH2:26][C:10]2([N:13]([C:14]([O:16][CH2:17][C:18]3[CH:23]=[CH:22][CH:21]=[CH:20][CH:19]=3)=[O:15])[CH2:12][C:11]2([F:25])[F:24])[CH2:9]1)=O)(C)(C)C.Cl.O1CCOCC1, predict the reaction product. The product is: [CH2:17]([O:16][C:14]([N:13]1[C:10]2([CH2:26][CH2:27][CH2:28][NH:8][CH2:9]2)[C:11]([F:25])([F:24])[CH2:12]1)=[O:15])[C:18]1[CH:23]=[CH:22][CH:21]=[CH:20][CH:19]=1. (6) Given the reactants [C:1]([O:5][C:6](=[O:35])[NH:7][C:8]1([C:12]2[CH:17]=[CH:16][C:15]([C:18]3[C:19]([C:29]4[CH:34]=[CH:33][CH:32]=[CH:31][CH:30]=4)=[CH:20][C:21]4[NH:26][C:25](=[O:27])[CH2:24][O:23][C:22]=4[N:28]=3)=[CH:14][CH:13]=2)[CH2:11][CH2:10][CH2:9]1)([CH3:4])([CH3:3])[CH3:2].[H-].[Na+].[CH2:38](Br)[C:39]#[CH:40].[NH4+].[Cl-], predict the reaction product. The product is: [C:1]([O:5][C:6](=[O:35])[NH:7][C:8]1([C:12]2[CH:13]=[CH:14][C:15]([C:18]3[C:19]([C:29]4[CH:30]=[CH:31][CH:32]=[CH:33][CH:34]=4)=[CH:20][C:21]4[N:26]([CH2:40][C:39]#[CH:38])[C:25](=[O:27])[CH2:24][O:23][C:22]=4[N:28]=3)=[CH:16][CH:17]=2)[CH2:11][CH2:10][CH2:9]1)([CH3:4])([CH3:2])[CH3:3]. (7) Given the reactants [CH3:1][O:2][C:3]1[CH:8]=[CH:7][C:6]([OH:9])=[CH:5][CH:4]=1.P(=O)(O)(O)O.[CH:15]1(O)[CH2:20][CH2:19][CH2:18][CH2:17][CH2:16]1, predict the reaction product. The product is: [CH:15]1([C:7]2[CH:8]=[C:3]([O:2][CH3:1])[CH:4]=[CH:5][C:6]=2[OH:9])[CH2:20][CH2:19][CH2:18][CH2:17][CH2:16]1. (8) Given the reactants N(C(OC(C)(C)C)=O)=NC(OC(C)(C)C)=O.C1(P(C2C=CC=CC=2)C2C=CC=CC=2)C=CC=CC=1.[OH:36][C:37]1[C:38](=[O:55])[C:39]([C:49]2[N:53]([CH3:54])[N:52]=[CH:51][CH:50]=2)=[N:40][N:41]([C:43]2[CH:48]=[CH:47][CH:46]=[CH:45][CH:44]=2)[CH:42]=1.[N:56]1[C:65]2[C:60](=[CH:61][CH:62]=[CH:63][CH:64]=2)[CH:59]=[CH:58][C:57]=1[CH2:66][CH2:67]O, predict the reaction product. The product is: [CH3:54][N:53]1[C:49]([C:39]2[C:38](=[O:55])[C:37]([O:36][CH2:67][CH2:66][C:57]3[CH:58]=[CH:59][C:60]4[C:65](=[CH:64][CH:63]=[CH:62][CH:61]=4)[N:56]=3)=[CH:42][N:41]([C:43]3[CH:44]=[CH:45][CH:46]=[CH:47][CH:48]=3)[N:40]=2)=[CH:50][CH:51]=[N:52]1. (9) Given the reactants [NH2:1][C:2]1[CH:3]=[C:4]([CH:16]=[CH:17][CH:18]=1)[O:5][C:6]1[CH:11]=[CH:10][N:9]=[C:8]2[NH:12][C:13](=[O:15])[NH:14][C:7]=12.[F:19][C:20]([F:32])([F:31])[C:21]1[CH:22]=[C:23]([CH2:27][C:28](Cl)=[O:29])[CH:24]=[CH:25][CH:26]=1, predict the reaction product. The product is: [O:15]=[C:13]1[NH:12][C:8]2=[N:9][CH:10]=[CH:11][C:6]([O:5][C:4]3[CH:3]=[C:2]([NH:1][C:28](=[O:29])[CH2:27][C:23]4[CH:24]=[CH:25][CH:26]=[C:21]([C:20]([F:31])([F:19])[F:32])[CH:22]=4)[CH:18]=[CH:17][CH:16]=3)=[C:7]2[NH:14]1.